From a dataset of Reaction yield outcomes from USPTO patents with 853,638 reactions. Predict the reaction yield, written as a fraction of the theoretical maximum amount of product (1.0 means a 100% yield; for example, 0.34 means a 34% yield). The reactants are C([N:4]1[C:12]2[C:7](=[CH:8][C:9]([C:13]([NH:15][CH2:16][CH2:17][CH2:18][C:19]([O:21]C)=O)=[O:14])=[CH:10][CH:11]=2)[C:6]([C:23]2[CH:28]=[CH:27][C:26]([F:29])=[CH:25][CH:24]=2)=[N:5]1)(=O)C.[NH3:30]. The catalyst is CO. The product is [C:19]([CH2:18][CH2:17][CH2:16][NH:15][C:13]([C:9]1[CH:8]=[C:7]2[C:12](=[CH:11][CH:10]=1)[NH:4][N:5]=[C:6]2[C:23]1[CH:24]=[CH:25][C:26]([F:29])=[CH:27][CH:28]=1)=[O:14])(=[O:21])[NH2:30]. The yield is 0.430.